Dataset: Forward reaction prediction with 1.9M reactions from USPTO patents (1976-2016). Task: Predict the product of the given reaction. (1) Given the reactants [Br:1][C:2]1[C:3]([C:29]2[CH:34]=[CH:33][CH:32]=[CH:31][C:30]=2[CH2:35][C:36]#[N:37])=[N:4][O:5][C:6]=1[C@@H:7]1[C@:12]([C:14]2[CH:19]=[CH:18][C:17]([F:20])=[C:16]([F:21])[CH:15]=2)([OH:13])[CH2:11][CH2:10][N:9]([C:22]([O:24][C:25]([CH3:28])([CH3:27])[CH3:26])=[O:23])[CH2:8]1.[OH-].[K+], predict the reaction product. The product is: [NH2:37][CH2:36][CH2:35][C:30]1[CH:31]=[CH:32][CH:33]=[CH:34][C:29]=1[C:3]1[C:2]([Br:1])=[C:6]([C@@H:7]2[C@:12]([C:14]3[CH:19]=[CH:18][C:17]([F:20])=[C:16]([F:21])[CH:15]=3)([OH:13])[CH2:11][CH2:10][N:9]([C:22]([O:24][C:25]([CH3:28])([CH3:27])[CH3:26])=[O:23])[CH2:8]2)[O:5][N:4]=1. (2) Given the reactants [CH2:1]([O:8][C:9]1[CH:14]=[CH:13][N:12]=[C:11]([OH:15])[CH:10]=1)[C:2]1[CH:7]=[CH:6][CH:5]=[CH:4][CH:3]=1.[CH2:16](I)[CH3:17], predict the reaction product. The product is: [CH2:1]([O:8][C:9]1[CH:14]=[CH:13][N:12]=[C:11]([O:15][CH2:16][CH3:17])[CH:10]=1)[C:2]1[CH:3]=[CH:4][CH:5]=[CH:6][CH:7]=1. (3) Given the reactants Br[C:2]1[CH:3]=[N:4][CH:5]=[C:6]([CH:21]=1)[C:7]([NH:9][C:10]1[CH:15]=[CH:14][C:13]([O:16][C:17]([F:20])([F:19])[F:18])=[CH:12][CH:11]=1)=[O:8].O1CCCCC1[O:28][CH2:29][CH2:30][N:31]1[CH:35]=[C:34](B2OC(C)(C)C(C)(C)O2)[CH:33]=[N:32]1.C([O-])([O-])=O.[K+].[K+].O, predict the reaction product. The product is: [OH:28][CH2:29][CH2:30][N:31]1[CH:35]=[C:34]([C:2]2[CH:3]=[N:4][CH:5]=[C:6]([CH:21]=2)[C:7]([NH:9][C:10]2[CH:15]=[CH:14][C:13]([O:16][C:17]([F:20])([F:19])[F:18])=[CH:12][CH:11]=2)=[O:8])[CH:33]=[N:32]1. (4) Given the reactants [CH2:1]([O:3][C:4](=[O:14])[CH2:5][CH2:6][C:7]1[CH:12]=[CH:11][CH:10]=[C:9]([OH:13])[CH:8]=1)[CH3:2].C([O-])([O-])=O.[K+].[K+].[CH2:21]1[O:23][C@H:22]1[CH2:24]OS(C1C=C([N+]([O-])=O)C=CC=1)(=O)=O, predict the reaction product. The product is: [CH2:1]([O:3][C:4](=[O:14])[CH2:5][CH2:6][C:7]1[CH:12]=[CH:11][CH:10]=[C:9]([O:13][CH2:24][C@H:22]2[CH2:21][O:23]2)[CH:8]=1)[CH3:2]. (5) Given the reactants [H-].C[Si]([O:12][Si:13]([CH3:16])([CH3:15])C)O[Si]([O:12][Si:13](C)([CH3:16])[CH3:15])C.[CH3:17][SiH:18]([CH3:27])[O:19][Si:20]([CH3:26])([CH3:25])[O:21][SiH:22]([CH3:24])[CH3:23].C[Si](O[SiH](C)C)(O[SiH](C)C)O[SiH](C)C.C1([Si](O[SiH](C)C)(O[SiH](C)C)O[SiH](C)C)C=CC=CC=1.C([SiH](C(C)C)O[SiH](C(C)C)C(C)C)(C)C, predict the reaction product. The product is: [CH3:17][SiH:18]([CH3:27])[O:19][Si:20]([CH3:25])([CH3:26])[O:21][Si:22]([CH3:23])([CH3:24])[O:12][SiH:13]([CH3:15])[CH3:16]. (6) Given the reactants [OH:1][CH2:2][CH2:3][N:4]([CH3:33])[C:5]([C:7]1[CH:15]=[C:14]2[C:10]([C:11]3([CH2:32][CH2:31]3)[CH2:12][N:13]2[C:16]2[N:21]=[CH:20][C:19](B3OC(C)(C)C(C)(C)O3)=[CH:18][N:17]=2)=[CH:9][CH:8]=1)=[O:6].Br[C:35]1[CH:40]=[C:39]([Cl:41])[CH:38]=[C:37]([O:42][CH3:43])[N:36]=1.C([O-])([O-])=O.[K+].[K+], predict the reaction product. The product is: [Cl:41][C:39]1[CH:38]=[C:37]([O:42][CH3:43])[N:36]=[C:35]([C:19]2[CH:18]=[N:17][C:16]([N:13]3[C:14]4[C:10](=[CH:9][CH:8]=[C:7]([C:5]([N:4]([CH2:3][CH2:2][OH:1])[CH3:33])=[O:6])[CH:15]=4)[C:11]4([CH2:32][CH2:31]4)[CH2:12]3)=[N:21][CH:20]=2)[CH:40]=1. (7) Given the reactants [Na+:1].C([O:9][C:10]1[CH:15]=[CH:14][CH:13]=[CH:12][C:11]=1[NH:16][C:17]([C:19]1[N:23]([CH:24]([CH3:26])[CH3:25])[C:22]([CH:27]=[CH:28][C@@H:29]([OH:37])[CH2:30][C@@H:31]([OH:36])[CH2:32][C:33]([O-:35])=[O:34])=[C:21]([C:38]2[CH:43]=[CH:42][C:41]([F:44])=[CH:40][CH:39]=2)[C:20]=1[C:45]1[CH:50]=[CH:49][C:48]([F:51])=[CH:47][CH:46]=1)=[O:18])C1C=CC=CC=1, predict the reaction product. The product is: [Na+:1].[F:44][C:41]1[CH:42]=[CH:43][C:38]([C:21]2[C:20]([C:45]3[CH:50]=[CH:49][C:48]([F:51])=[CH:47][CH:46]=3)=[C:19]([C:17](=[O:18])[NH:16][C:11]3[CH:12]=[CH:13][CH:14]=[CH:15][C:10]=3[OH:9])[N:23]([CH:24]([CH3:26])[CH3:25])[C:22]=2[CH2:27][CH2:28][C@@H:29]([OH:37])[CH2:30][C@@H:31]([OH:36])[CH2:32][C:33]([O-:35])=[O:34])=[CH:39][CH:40]=1. (8) The product is: [CH2:13]([C:8]1[N:7]=[C:6]([C:4]([OH:5])=[O:3])[CH:11]=[C:10]([CH3:12])[CH:9]=1)[CH:14]([CH3:16])[CH3:15]. Given the reactants C([O:3][C:4]([C:6]1[CH:11]=[C:10]([CH3:12])[CH:9]=[C:8]([CH2:13][CH:14]([CH3:16])[CH3:15])[N:7]=1)=[O:5])C, predict the reaction product. (9) Given the reactants [C:1]12([NH:11][C:12](=[O:15])[CH2:13]Cl)[CH2:10][CH:5]3[CH2:6][CH:7]([CH2:9][CH:3]([CH2:4]3)[CH2:2]1)[CH2:8]2.[CH2:16]([O:18][C:19]([N:21]1[CH2:26][CH2:25][CH:24]([NH2:27])[CH2:23][CH2:22]1)=[O:20])[CH3:17].C([O-])([O-])=O.[K+].[K+].C(O)(C(F)(F)F)=O, predict the reaction product. The product is: [C:1]12([NH:11][C:12](=[O:15])[CH2:13][NH:27][CH:24]3[CH2:23][CH2:22][N:21]([C:19]([O:18][CH2:16][CH3:17])=[O:20])[CH2:26][CH2:25]3)[CH2:10][CH:5]3[CH2:6][CH:7]([CH2:9][CH:3]([CH2:4]3)[CH2:2]1)[CH2:8]2. (10) Given the reactants [CH2:1]([O:3][C:4]([C:6]1[CH:11]=[C:10]([O:12]CC2C=CC=CC=2)[CH:9]=[C:8]([CH2:20][O:21][CH:22]2[CH2:27][CH2:26][CH2:25][CH2:24][O:23]2)[N:7]=1)=[O:5])[CH3:2].C1CCCCC=1, predict the reaction product. The product is: [CH2:1]([O:3][C:4]([C:6]1[CH:11]=[C:10]([OH:12])[CH:9]=[C:8]([CH2:20][O:21][CH:22]2[CH2:27][CH2:26][CH2:25][CH2:24][O:23]2)[N:7]=1)=[O:5])[CH3:2].